Predict the reactants needed to synthesize the given product. From a dataset of Full USPTO retrosynthesis dataset with 1.9M reactions from patents (1976-2016). (1) Given the product [F:16][C:17]1[CH:18]=[C:19]2[C:24](=[CH:25][CH:26]=1)[N:23]=[CH:22][CH:21]=[C:20]2[CH2:27][N:2]1[C:39]([C:31]2[N:30]([CH3:29])[CH:34]=[C:33]([C:35](=[O:38])[CH2:36][CH3:37])[CH:32]=2)=[C:4]2[C:3]([N:8]([CH2:9][CH:10]([CH3:11])[CH3:12])[C:7](=[O:13])[N:6]([CH3:14])[C:5]2=[O:15])=[N:1]1, predict the reactants needed to synthesize it. The reactants are: [NH:1]([C:3]1[N:8]([CH2:9][CH:10]([CH3:12])[CH3:11])[C:7](=[O:13])[N:6]([CH3:14])[C:5](=[O:15])[CH:4]=1)[NH2:2].[F:16][C:17]1[CH:18]=[C:19]2[C:24](=[CH:25][CH:26]=1)[N:23]=[CH:22][CH:21]=[C:20]2[CH:27]=O.[CH3:29][N:30]1[CH:34]=[C:33]([C:35](=[O:38])[CH2:36][CH3:37])[CH:32]=[C:31]1[CH:39]=O. (2) Given the product [C:1]([S:13][CH2:6][C:7]1[CH:12]=[CH:11][CH:10]=[CH:9][CH:8]=1)(=[S:15])[CH2:2][CH3:3], predict the reactants needed to synthesize it. The reactants are: [C:1](O)(=O)[CH2:2][CH3:3].[CH2:6]([SH:13])[C:7]1[CH:12]=[CH:11][CH:10]=[CH:9][CH:8]=1.P12(SP3(SP(SP(S3)(S1)=S)(=S)S2)=S)=[S:15]. (3) Given the product [Cl:8][C:9]1[CH:21]=[C:20]([O:6][CH2:5][CH:4]([F:7])[F:3])[CH:19]=[CH:18][C:10]=1[C:11]([O:13][C:14]([CH3:17])([CH3:16])[CH3:15])=[O:12], predict the reactants needed to synthesize it. The reactants are: [H-].[Na+].[F:3][CH:4]([F:7])[CH2:5][OH:6].[Cl:8][C:9]1[CH:21]=[C:20](F)[CH:19]=[CH:18][C:10]=1[C:11]([O:13][C:14]([CH3:17])([CH3:16])[CH3:15])=[O:12]. (4) Given the product [CH3:26][S:27]([O:6][CH2:5][CH:4]([C:1]([CH3:3])=[CH2:2])[CH2:7][CH:8]=[C:9]([CH3:11])[CH3:10])(=[O:29])=[O:28], predict the reactants needed to synthesize it. The reactants are: [C:1]([CH:4]([CH2:7][CH:8]=[C:9]([CH3:11])[CH3:10])[CH2:5][OH:6])([CH3:3])=[CH2:2].C(N(CC)CC)C.C1(C)C=CC=CC=1.[CH3:26][S:27](Cl)(=[O:29])=[O:28]. (5) Given the product [CH2:1]([N:8]1[C:13]([CH3:14])=[CH:12][C:11]([O:15][CH2:16][C:17]2[CH:22]=[CH:21][CH:20]=[C:19]([Cl:23])[CH:18]=2)=[C:10]([Br:30])[C:9]1=[O:24])[C:2]1[CH:7]=[CH:6][CH:5]=[CH:4][CH:3]=1, predict the reactants needed to synthesize it. The reactants are: [CH2:1]([N:8]1[C:13]([CH3:14])=[CH:12][C:11]([O:15][CH2:16][C:17]2[CH:22]=[CH:21][CH:20]=[C:19]([Cl:23])[CH:18]=2)=[CH:10][C:9]1=[O:24])[C:2]1[CH:7]=[CH:6][CH:5]=[CH:4][CH:3]=1.C([O-])(=O)C.[Na+].[Br:30]Br. (6) Given the product [NH2:19][CH2:20][C:21]1[CH:26]=[CH:25][C:24]([CH2:27][C@H:28]([NH:32][C:51]([NH:50][C:53]2[CH:65]=[CH:64][C:63]3[C:62]4[C:57](=[CH:58][CH:59]=[CH:60][CH:61]=4)[CH2:56][C:55]=3[CH:54]=2)=[O:52])[C:29]([NH:11][C:7]2[CH:8]=[C:9]3[C:4](=[CH:5][CH:6]=2)[NH:3][C:2]([CH3:1])=[CH:10]3)=[O:30])=[CH:23][CH:22]=1, predict the reactants needed to synthesize it. The reactants are: [CH3:1][C:2]1[NH:3][C:4]2[C:9]([CH:10]=1)=[CH:8][C:7]([NH2:11])=[CH:6][CH:5]=2.C(OC([NH:19][CH2:20][C:21]1[CH:26]=[CH:25][C:24]([CH2:27][C@H:28]([NH:32]C(OCC2C3C=CC=CC=3C3C2=CC=CC=3)=O)[C:29](O)=[O:30])=[CH:23][CH:22]=1)=O)(C)(C)C.[N:50]([C:53]1[CH:65]=[CH:64][C:63]2[C:62]3[C:57](=[CH:58][CH:59]=[CH:60][CH:61]=3)[CH2:56][C:55]=2[CH:54]=1)=[C:51]=[O:52]. (7) Given the product [N:1]1([CH2:6][C:7]2[CH:23]=[CH:22][C:10]([CH2:11][N:12]3[CH:21]=[C:15]4[C:16]([NH:32][CH2:31][CH2:30][O:29][C:28]5[CH:33]=[CH:34][C:25]([Cl:24])=[CH:26][CH:27]=5)=[N:17][CH:18]=[CH:19][C:14]4=[N:13]3)=[CH:9][CH:8]=2)[CH:5]=[CH:4][CH:3]=[N:2]1, predict the reactants needed to synthesize it. The reactants are: [N:1]1([CH2:6][C:7]2[CH:23]=[CH:22][C:10]([CH2:11][N:12]3[CH:21]=[C:15]4[C:16](Cl)=[N:17][CH:18]=[CH:19][C:14]4=[N:13]3)=[CH:9][CH:8]=2)[CH:5]=[CH:4][CH:3]=[N:2]1.[Cl:24][C:25]1[CH:34]=[CH:33][C:28]([O:29][CH2:30][CH2:31][NH2:32])=[CH:27][CH:26]=1. (8) Given the product [CH3:1][N:2]1[C:14]2[CH:13]=[C:12]([CH2:15][CH2:16][CH2:17][CH2:18][CH2:19][CH3:20])[CH:11]=[CH:10][C:9]=2[C:8]2[C:3]1=[CH:4][C:5]([CH2:21][Cl:25])=[CH:6][CH:7]=2, predict the reactants needed to synthesize it. The reactants are: [CH3:1][N:2]1[C:14]2[CH:13]=[C:12]([CH2:15][CH2:16][CH2:17][CH2:18][CH2:19][CH3:20])[CH:11]=[CH:10][C:9]=2[C:8]2[C:3]1=[CH:4][C:5]([CH2:21]O)=[CH:6][CH:7]=2.S(Cl)([Cl:25])=O.